Dataset: Peptide-MHC class II binding affinity with 134,281 pairs from IEDB. Task: Regression. Given a peptide amino acid sequence and an MHC pseudo amino acid sequence, predict their binding affinity value. This is MHC class II binding data. (1) The peptide sequence is LALVGFLGGLITGTS. The MHC is DRB1_0701 with pseudo-sequence DRB1_0701. The binding affinity (normalized) is 0.529. (2) The peptide sequence is LDGNLLSSNDLAKYK. The MHC is HLA-DQA10101-DQB10501 with pseudo-sequence HLA-DQA10101-DQB10501. The binding affinity (normalized) is 0.173. (3) The peptide sequence is ETLLRAVESYLLAHS. The MHC is DRB1_1501 with pseudo-sequence DRB1_1501. The binding affinity (normalized) is 0.880. (4) The peptide sequence is GAMVATNFFGINTIP. The MHC is DRB5_0101 with pseudo-sequence DRB5_0101. The binding affinity (normalized) is 0.145. (5) The peptide sequence is ARNLVPMVATVQGQN. The MHC is DRB1_1302 with pseudo-sequence DRB1_1302. The binding affinity (normalized) is 0.473. (6) The peptide sequence is IPLYRNGDFFISSKD. The MHC is DRB1_0401 with pseudo-sequence DRB1_0401. The binding affinity (normalized) is 0.366.